This data is from Full USPTO retrosynthesis dataset with 1.9M reactions from patents (1976-2016). The task is: Predict the reactants needed to synthesize the given product. Given the product [CH3:10][O:11][C:12]([CH:13]1[CH2:17][CH2:16][CH2:15][N:14]1[C:7]([C:3]1[CH:4]=[N:5][CH:6]=[CH:1][CH:2]=1)=[O:9])=[O:18], predict the reactants needed to synthesize it. The reactants are: [CH:1]1[CH:6]=[N:5][CH:4]=[C:3]([C:7]([OH:9])=O)[CH:2]=1.[CH3:10][O:11][C:12](=[O:18])[C@@H:13]1[CH2:17][CH2:16][CH2:15][NH:14]1.CN1CCOCC1.CCN=C=NCCCN(C)C.Cl.